Dataset: Tyrosyl-DNA phosphodiesterase HTS with 341,365 compounds. Task: Binary Classification. Given a drug SMILES string, predict its activity (active/inactive) in a high-throughput screening assay against a specified biological target. (1) The molecule is Clc1ccc(Cc2nc3c(nc2SCC(=O)NCCc2cc(OC)c(OC)cc2)cccc3)cc1. The result is 0 (inactive). (2) The drug is O=C1N(C(=O)CC1N(CCc1ccc(OC)cc1)C(=O)c1ccccc1)c1ccc(OCCC)cc1. The result is 0 (inactive). (3) The compound is S(=O)(=O)(N(CC(O)CN1CCCC1)c1ccccc1)c1ccc(cc1)C. The result is 0 (inactive). (4) The molecule is S(=O)(=O)(N1CCCC1)c1cc2c(n(CCC(=O)NCc3ccc(cc3)C)cc2)cc1. The result is 0 (inactive). (5) The drug is O=C1N(C(=O)N2C1Cc1c(C2)cccc1)CCC(=O)NCc1ccccc1. The result is 0 (inactive). (6) The drug is o1c2c(cc(c3c(cc(NC(=O)c4cc([N+]([O-])=O)c(OCC)cc4)cc3)C)c1=O)cccc2. The result is 0 (inactive). (7) The molecule is S(=O)(=O)(N1CCOCC1)c1ccc(C(=O)Nc2sc3c(CCCCC3)c2C(=O)N)cc1. The result is 0 (inactive).